Dataset: Reaction yield outcomes from USPTO patents with 853,638 reactions. Task: Predict the reaction yield, written as a fraction of the theoretical maximum amount of product (1.0 means a 100% yield; for example, 0.34 means a 34% yield). (1) The reactants are Cl.C[O:3][C:4]([C:8]1[S:9][CH:10]=[C:11]([CH2:13][OH:14])[N:12]=1)(OC)[CH3:5]. The catalyst is CC(C)=O.O. The product is [OH:14][CH2:13][C:11]1[N:12]=[C:8]([C:4](=[O:3])[CH3:5])[S:9][CH:10]=1. The yield is 0.770. (2) The product is [F:1][C:2]1[CH:28]=[C:27]([NH2:29])[CH:26]=[CH:25][C:3]=1[O:4][C:5]1[C:10]2=[C:11]([CH3:24])[C:12]([O:14][CH2:15][CH2:16][N:17]3[CH2:18][CH2:19][N:20]([CH3:23])[CH2:21][CH2:22]3)=[CH:13][N:9]2[N:8]=[CH:7][N:6]=1. The yield is 0.870. The catalyst is CO.C1COCC1.[Zn]. The reactants are [F:1][C:2]1[CH:28]=[C:27]([N+:29]([O-])=O)[CH:26]=[CH:25][C:3]=1[O:4][C:5]1[C:10]2=[C:11]([CH3:24])[C:12]([O:14][CH2:15][CH2:16][N:17]3[CH2:22][CH2:21][N:20]([CH3:23])[CH2:19][CH2:18]3)=[CH:13][N:9]2[N:8]=[CH:7][N:6]=1.[Cl-].[NH4+]. (3) The reactants are N1C=CC=CC=1.[OH:7][C:8]1[CH:13]=[CH:12][C:11]([C:14]([OH:23])([C:19]([F:22])([F:21])[F:20])[C:15]([F:18])([F:17])[F:16])=[CH:10][C:9]=1[CH2:24][CH2:25][CH3:26].[C:27](OC(=O)C)(=[O:29])[CH3:28].CO. The catalyst is ClCCl. The product is [C:27]([O:7][C:8]1[CH:13]=[CH:12][C:11]([C:14]([OH:23])([C:15]([F:16])([F:17])[F:18])[C:19]([F:20])([F:21])[F:22])=[CH:10][C:9]=1[CH2:24][CH2:25][CH3:26])(=[O:29])[CH3:28]. The yield is 0.870.